Predict the reaction yield, written as a fraction of the theoretical maximum amount of product (1.0 means a 100% yield; for example, 0.34 means a 34% yield). From a dataset of Reaction yield outcomes from USPTO patents with 853,638 reactions. (1) The reactants are [CH3:1][O:2][C:3]1[CH:4]=[C:5]([OH:13])[CH:6]=[C:7]([O:11][CH3:12])[C:8]=1[O:9][CH3:10].[N+:14]([C:17]1[CH:27]=[CH:26][C:20]([CH:21]=[CH:22][C:23](Cl)=[O:24])=[CH:19][CH:18]=1)([O-:16])=[O:15]. No catalyst specified. The product is [OH:13][C:5]1[CH:6]=[C:7]([O:11][CH3:12])[C:8]([O:9][CH3:10])=[C:3]([O:2][CH3:1])[C:4]=1[C:23](=[O:24])[CH:22]=[CH:21][C:20]1[CH:19]=[CH:18][C:17]([N+:14]([O-:16])=[O:15])=[CH:27][CH:26]=1. The yield is 0.220. (2) The reactants are [CH3:1][N+:2]#[C-:3].[Li]CCCC.CCCCCC.[CH3:15][C:16]([C:21]1[CH:26]=[CH:25][CH:24]=[CH:23][CH:22]=1)([CH3:20])[C:17](Cl)=[O:18].[Na+].[Cl-]. The catalyst is C1COCC1. The product is [CH3:20][C:16]([C:17]1[O:18][CH:1]=[N:2][CH:3]=1)([C:21]1[CH:26]=[CH:25][CH:24]=[CH:23][CH:22]=1)[CH3:15]. The yield is 0.540.